Dataset: Full USPTO retrosynthesis dataset with 1.9M reactions from patents (1976-2016). Task: Predict the reactants needed to synthesize the given product. (1) Given the product [C:1]([C:5]1[CH:10]=[CH:9][C:8]([NH:11][C:12](=[O:15])[CH2:13][N:24]2[CH2:28][CH2:27][CH2:26][CH2:25]2)=[C:7]([N+:16]([O-:18])=[O:17])[CH:6]=1)([CH3:4])([CH3:3])[CH3:2], predict the reactants needed to synthesize it. The reactants are: [C:1]([C:5]1[CH:10]=[CH:9][C:8]([NH:11][C:12](=[O:15])[CH2:13]Cl)=[C:7]([N+:16]([O-:18])=[O:17])[CH:6]=1)([CH3:4])([CH3:3])[CH3:2].C1COCC1.[NH:24]1[CH2:28][CH2:27][CH2:26][CH2:25]1.C(N(CC)CC)C. (2) Given the product [C:1]([O:5][C:6]([N:8]1[C:16]2[CH:15]=[C:14]([N:21]([CH3:20])[C:22]3[CH:27]=[CH:26][CH:25]=[CH:24][CH:23]=3)[N:13]=[CH:12][C:11]=2[C:10]([CH3:19])([CH3:18])[CH2:9]1)=[O:7])([CH3:4])([CH3:3])[CH3:2], predict the reactants needed to synthesize it. The reactants are: [C:1]([O:5][C:6]([N:8]1[C:16]2[CH:15]=[C:14](Cl)[N:13]=[CH:12][C:11]=2[C:10]([CH3:19])([CH3:18])[CH2:9]1)=[O:7])([CH3:4])([CH3:3])[CH3:2].[CH3:20][NH:21][C:22]1[CH:27]=[CH:26][CH:25]=[CH:24][CH:23]=1.CC(OC1C=CC=C(OC(C)C)C=1C1C(P(C2CCCCC2)C2CCCCC2)=CC=CC=1)C.ClC1C(P(C2CCCCC2)C2CCCCC2)=C(C2C(OC(C)C)=CC=CC=2OC(C)C)C=CC=1.COC(C)(C)C.CC([O-])(C)C.[Na+]. (3) Given the product [CH:3]([S:6]([N:9]1[C:13]2[CH:14]=[C:15]([C:18]3[N:22]([CH:23]4[CH2:24][CH2:25]4)[C:21]([Br:1])=[N:20][C:19]=3[C:26]3[CH:31]=[CH:30][CH:29]=[CH:28][C:27]=3[F:32])[CH:16]=[CH:17][C:12]=2[N:11]=[C:10]1[NH2:33])(=[O:8])=[O:7])([CH3:5])[CH3:4], predict the reactants needed to synthesize it. The reactants are: [Br:1]Br.[CH:3]([S:6]([N:9]1[C:13]2[CH:14]=[C:15]([C:18]3[N:22]([CH:23]4[CH2:25][CH2:24]4)[CH:21]=[N:20][C:19]=3[C:26]3[CH:31]=[CH:30][CH:29]=[CH:28][C:27]=3[F:32])[CH:16]=[CH:17][C:12]=2[N:11]=[C:10]1[NH2:33])(=[O:8])=[O:7])([CH3:5])[CH3:4].